Dataset: NCI-60 drug combinations with 297,098 pairs across 59 cell lines. Task: Regression. Given two drug SMILES strings and cell line genomic features, predict the synergy score measuring deviation from expected non-interaction effect. (1) Drug 1: CC1=C2C(C(=O)C3(C(CC4C(C3C(C(C2(C)C)(CC1OC(=O)C(C(C5=CC=CC=C5)NC(=O)C6=CC=CC=C6)O)O)OC(=O)C7=CC=CC=C7)(CO4)OC(=O)C)O)C)OC(=O)C. Drug 2: CC1CCCC2(C(O2)CC(NC(=O)CC(C(C(=O)C(C1O)C)(C)C)O)C(=CC3=CSC(=N3)C)C)C. Cell line: SNB-19. Synergy scores: CSS=65.6, Synergy_ZIP=3.56, Synergy_Bliss=2.44, Synergy_Loewe=0.430, Synergy_HSA=6.57. (2) Drug 1: C1CN1P(=S)(N2CC2)N3CC3. Drug 2: CCC1(CC2CC(C3=C(CCN(C2)C1)C4=CC=CC=C4N3)(C5=C(C=C6C(=C5)C78CCN9C7C(C=CC9)(C(C(C8N6C)(C(=O)OC)O)OC(=O)C)CC)OC)C(=O)OC)O.OS(=O)(=O)O. Cell line: SN12C. Synergy scores: CSS=14.7, Synergy_ZIP=-3.70, Synergy_Bliss=1.90, Synergy_Loewe=1.30, Synergy_HSA=1.63. (3) Drug 2: B(C(CC(C)C)NC(=O)C(CC1=CC=CC=C1)NC(=O)C2=NC=CN=C2)(O)O. Drug 1: CCN(CC)CCNC(=O)C1=C(NC(=C1C)C=C2C3=C(C=CC(=C3)F)NC2=O)C. Cell line: HOP-62. Synergy scores: CSS=28.6, Synergy_ZIP=3.64, Synergy_Bliss=3.61, Synergy_Loewe=-30.6, Synergy_HSA=-6.04. (4) Drug 1: C1=CC=C(C=C1)NC(=O)CCCCCCC(=O)NO. Drug 2: CN1C2=C(C=C(C=C2)N(CCCl)CCCl)N=C1CCCC(=O)O.Cl. Cell line: BT-549. Synergy scores: CSS=5.78, Synergy_ZIP=-2.69, Synergy_Bliss=2.72, Synergy_Loewe=-3.96, Synergy_HSA=0.205. (5) Drug 1: CC1=C2C(C(=O)C3(C(CC4C(C3C(C(C2(C)C)(CC1OC(=O)C(C(C5=CC=CC=C5)NC(=O)C6=CC=CC=C6)O)O)OC(=O)C7=CC=CC=C7)(CO4)OC(=O)C)O)C)OC(=O)C. Drug 2: CC(C)(C#N)C1=CC(=CC(=C1)CN2C=NC=N2)C(C)(C)C#N. Cell line: SF-268. Synergy scores: CSS=2.01, Synergy_ZIP=-0.0702, Synergy_Bliss=0.908, Synergy_Loewe=-1.48, Synergy_HSA=-1.31. (6) Drug 1: CC1CCC2CC(C(=CC=CC=CC(CC(C(=O)C(C(C(=CC(C(=O)CC(OC(=O)C3CCCCN3C(=O)C(=O)C1(O2)O)C(C)CC4CCC(C(C4)OC)O)C)C)O)OC)C)C)C)OC. Drug 2: COC1=C2C(=CC3=C1OC=C3)C=CC(=O)O2. Cell line: NCI-H522. Synergy scores: CSS=6.73, Synergy_ZIP=-4.48, Synergy_Bliss=-0.936, Synergy_Loewe=-0.109, Synergy_HSA=0.0909. (7) Drug 1: CC12CCC3C(C1CCC2O)C(CC4=C3C=CC(=C4)O)CCCCCCCCCS(=O)CCCC(C(F)(F)F)(F)F. Cell line: HCT-15. Synergy scores: CSS=6.72, Synergy_ZIP=1.67, Synergy_Bliss=4.18, Synergy_Loewe=-9.11, Synergy_HSA=-1.25. Drug 2: C1=NC2=C(N=C(N=C2N1C3C(C(C(O3)CO)O)F)Cl)N.